This data is from Catalyst prediction with 721,799 reactions and 888 catalyst types from USPTO. The task is: Predict which catalyst facilitates the given reaction. Reactant: [CH3:1][O:2][CH2:3][CH:4]([NH:6][C:7]([C:9]1[CH:10]=[C:11]([C:16]2[CH:21]=[CH:20][C:19]([CH3:22])=[CH:18][CH:17]=2)[CH:12]=[C:13](I)[CH:14]=1)=[O:8])[CH3:5].[CH3:23][C:24]1[N:25]=[CH:26][S:27][CH:28]=1.CC(O[K])=O. The catalyst class is: 128. Product: [CH3:1][O:2][CH2:3][CH:4]([NH:6][C:7]([C:9]1[CH:10]=[C:11]([C:16]2[CH:21]=[CH:20][C:19]([CH3:22])=[CH:18][CH:17]=2)[CH:12]=[C:13]([C:28]2[S:27][CH:26]=[N:25][C:24]=2[CH3:23])[CH:14]=1)=[O:8])[CH3:5].